This data is from Reaction yield outcomes from USPTO patents with 853,638 reactions. The task is: Predict the reaction yield, written as a fraction of the theoretical maximum amount of product (1.0 means a 100% yield; for example, 0.34 means a 34% yield). (1) The reactants are [CH:1]1([C:7]2[C:15](=O)[N:14]3[C:10]([NH:11][C:12]4[CH:20]=[CH:19][CH:18]=[CH:17][C:13]=43)=[C:9]([C:21]#[N:22])[C:8]=2[CH3:23])[CH2:6][CH2:5][CH2:4][CH2:3][CH2:2]1.P(Cl)(Cl)([Cl:26])=O. No catalyst specified. The product is [Cl:26][C:15]1[N:14]2[C:10](=[N:11][C:12]3[CH:20]=[CH:19][CH:18]=[CH:17][C:13]=32)[C:9]([C:21]#[N:22])=[C:8]([CH3:23])[C:7]=1[CH:1]1[CH2:6][CH2:5][CH2:4][CH2:3][CH2:2]1. The yield is 0.940. (2) The reactants are [CH3:1][N:2]([CH2:13][C:14]1[N:18]([CH2:19][CH2:20][CH2:21][NH:22][CH2:23]CC(C)C)[C:17]2[CH:28]=[CH:29][CH:30]=[CH:31][C:16]=2[N:15]=1)[CH:3]1[C:12]2[N:11]=[CH:10][CH:9]=[CH:8][C:7]=2[CH2:6][CH2:5][CH2:4]1.N[CH2:33][CH2:34][CH2:35]N1C2C=CC=CC=2N=C1CN(C)[C@@H]1C2N=CC=CC=2CCC1.C(=O)C(C)C. No catalyst specified. The product is [CH3:1][N:2]([CH2:13][C:14]1[N:18]([CH2:19][CH2:20][CH2:21][NH:22][CH2:23][CH:34]([CH3:35])[CH3:33])[C:17]2[CH:28]=[CH:29][CH:30]=[CH:31][C:16]=2[N:15]=1)[C@@H:3]1[C:12]2[N:11]=[CH:10][CH:9]=[CH:8][C:7]=2[CH2:6][CH2:5][CH2:4]1. The yield is 0.530. (3) The reactants are Cl[CH2:2][C:3]1[N:4]=[C:5]2[CH:10]=[CH:9][CH:8]=[CH:7][N:6]2[CH:11]=1.Cl.[CH3:13][O:14][C:15](=[O:19])[CH2:16][NH:17][CH3:18].C(N(CC)CC)C.[Na+].[Cl-]. The catalyst is CN(C)C=O. The product is [N:4]1[C:3]([CH2:2][N:17]([CH3:18])[CH2:16][C:15]([O:14][CH3:13])=[O:19])=[CH:11][N:6]2[CH:7]=[CH:8][CH:9]=[CH:10][C:5]=12. The yield is 0.260. (4) The reactants are [NH:1]1[CH2:6][CH2:5][O:4][CH2:3][CH2:2]1.C(O)(=O)C.[CH3:11][C:12]([C:16]1[CH:17]=[C:18]([C:23]2[CH:28]=[CH:27][CH:26]=[C:25]([CH2:29][CH:30]3[S:34][C:33](=S)[NH:32][C:31]3=[O:36])[CH:24]=2)[CH:19]=[CH:20][C:21]=1[OH:22])([CH3:15])[CH2:13][CH3:14]. The catalyst is C1(C)C=CC=CC=1. The product is [CH3:15][C:12]([C:16]1[CH:17]=[C:18]([C:23]2[CH:28]=[CH:27][CH:26]=[C:25]([CH2:29][CH:30]3[S:34][C:33]([N:1]4[CH2:6][CH2:5][O:4][CH2:3][CH2:2]4)=[N:32][C:31]3=[O:36])[CH:24]=2)[CH:19]=[CH:20][C:21]=1[OH:22])([CH3:11])[CH2:13][CH3:14]. The yield is 0.840. (5) The reactants are Cl.[Br:2][C:3]1[CH:8]=[CH:7][N:6]=[CH:5][CH:4]=1.[Li+].CC([N-]C(C)C)C.I[C:18]1[CH:23]=[CH:22][CH:21]=[CH:20][CH:19]=1. The catalyst is C1COCC1.[Cl-].[NH4+].[Cl-].[Cl-].[Zn+2].C1C=CC([P]([Pd]([P](C2C=CC=CC=2)(C2C=CC=CC=2)C2C=CC=CC=2)([P](C2C=CC=CC=2)(C2C=CC=CC=2)C2C=CC=CC=2)[P](C2C=CC=CC=2)(C2C=CC=CC=2)C2C=CC=CC=2)(C2C=CC=CC=2)C2C=CC=CC=2)=CC=1. The product is [Br:2][C:3]1[CH:8]=[CH:7][N:6]=[CH:5][C:4]=1[C:18]1[CH:23]=[CH:22][CH:21]=[CH:20][CH:19]=1. The yield is 0.620.